Predict the product of the given reaction. From a dataset of Forward reaction prediction with 1.9M reactions from USPTO patents (1976-2016). (1) Given the reactants [Cl:1][C:2]1[CH:7]=[C:6]([N+:8]([O-])=O)[CH:5]=[CH:4][C:3]=1[O:11][C:12]1[CH:17]=[CH:16][CH:15]=[C:14]([C:18]([F:21])([F:20])[CH3:19])[CH:13]=1.[Cl-].[Ca+2].[Cl-].O, predict the reaction product. The product is: [Cl:1][C:2]1[CH:7]=[C:6]([CH:5]=[CH:4][C:3]=1[O:11][C:12]1[CH:17]=[CH:16][CH:15]=[C:14]([C:18]([F:20])([F:21])[CH3:19])[CH:13]=1)[NH2:8]. (2) Given the reactants [F:1][C:2]([F:35])([F:34])[CH2:3][NH:4][C:5]([NH:7][C:8]1[CH:9]=[C:10]([C:14]2[N:18]3[N:19]=[CH:20][C:21]([C:23]4[CH:28]=[CH:27][C:26]([CH:29]([CH3:33])[C:30]([OH:32])=O)=[CH:25][CH:24]=4)=[CH:22][C:17]3=[N:16][CH:15]=2)[CH:11]=[CH:12][CH:13]=1)=[O:6].[OH:36][CH:37]1[CH2:42][CH2:41][NH:40][CH2:39][CH2:38]1, predict the reaction product. The product is: [OH:36][CH:37]1[CH2:42][CH2:41][N:40]([C:30](=[O:32])[CH:29]([C:26]2[CH:25]=[CH:24][C:23]([C:21]3[CH:20]=[N:19][N:18]4[C:14]([C:10]5[CH:9]=[C:8]([NH:7][C:5]([NH:4][CH2:3][C:2]([F:35])([F:1])[F:34])=[O:6])[CH:13]=[CH:12][CH:11]=5)=[CH:15][N:16]=[C:17]4[CH:22]=3)=[CH:28][CH:27]=2)[CH3:33])[CH2:39][CH2:38]1. (3) Given the reactants [CH3:1][O:2][C:3]1[N:8]=[C:7]([NH:9][CH3:10])[C:6]([N+:11]([O-:13])=[O:12])=[CH:5][CH:4]=1.[Br-:14].[Br-].[Br-].C([N+](CCCC)(CCCC)CCCC)CCC.C([N+](CCCC)(CCCC)CCCC)CCC.C([N+](CCCC)(CCCC)CCCC)CCC.O, predict the reaction product. The product is: [Br:14][C:4]1[CH:5]=[C:6]([N+:11]([O-:13])=[O:12])[C:7]([NH:9][CH3:10])=[N:8][C:3]=1[O:2][CH3:1]. (4) The product is: [CH2:28]([C:27]1[N:2]2[N:1]=[CH:5][N:4]=[C:3]2[NH:6][C:23](=[O:24])[C:22]=1[CH2:21][C:18]1[CH:17]=[CH:16][C:15]([C:10]2[C:9]([C:7]#[N:8])=[CH:14][CH:13]=[CH:12][CH:11]=2)=[CH:20][CH:19]=1)[CH2:29][CH2:30][CH3:31]. Given the reactants [NH:1]1[CH:5]=[N:4][C:3]([NH2:6])=[N:2]1.[C:7]([C:9]1[CH:14]=[CH:13][CH:12]=[CH:11][C:10]=1[C:15]1[CH:20]=[CH:19][C:18]([CH2:21][CH:22]([C:27](=O)[CH2:28][CH2:29][CH2:30][CH3:31])[C:23](OC)=[O:24])=[CH:17][CH:16]=1)#[N:8], predict the reaction product.